This data is from Full USPTO retrosynthesis dataset with 1.9M reactions from patents (1976-2016). The task is: Predict the reactants needed to synthesize the given product. (1) Given the product [Br:19][CH2:20][CH2:21][CH2:22][CH2:23][CH2:24][O:18][CH2:17][C:1]1[C:14]2[C:15]3=[C:16]4[C:11](=[CH:12][CH:13]=2)[CH:10]=[CH:9][CH:8]=[C:7]4[CH:6]=[CH:5][C:4]3=[CH:3][CH:2]=1, predict the reactants needed to synthesize it. The reactants are: [C:1]1([CH2:17][OH:18])[C:14]2[C:15]3=[C:16]4[C:11](=[CH:12][CH:13]=2)[CH:10]=[CH:9][CH:8]=[C:7]4[CH:6]=[CH:5][C:4]3=[CH:3][CH:2]=1.[Br:19][CH2:20][CH2:21][CH2:22][CH2:23][CH2:24]Br.[H-].[Na+]. (2) Given the product [F:65][C:37]1[C:36]([C:9]2[CH:10]=[C:11]3[C:31](=[CH:32][CH:33]=2)[C:15]2[NH:16][C:17]([C@@H:19]4[CH2:23][CH2:22][CH2:21][N:20]4[C:24]([O:26][C:27]([CH3:29])([CH3:30])[CH3:28])=[O:25])=[N:18][C:14]=2[CH:13]=[CH:12]3)=[CH:64][CH:63]=[C:62]2[C:38]=1[CH:39]=[CH:40][C:41]1[N:45]=[C:44]([C@@H:46]3[CH2:50][CH2:49][CH2:48][N:47]3[C:51](=[O:61])[C@@H:52]([NH:56][C:57]([O:58][CH3:59])=[O:60])[CH:53]([CH3:54])[CH3:55])[NH:43][C:42]=12, predict the reactants needed to synthesize it. The reactants are: CC1(C)C(C)(C)OB([C:9]2[CH:10]=[C:11]3[C:31](=[CH:32][CH:33]=2)[C:15]2[NH:16][C:17]([C@@H:19]4[CH2:23][CH2:22][CH2:21][N:20]4[C:24]([O:26][C:27]([CH3:30])([CH3:29])[CH3:28])=[O:25])=[N:18][C:14]=2[CH:13]=[CH:12]3)O1.Br[C:36]1[C:37]([F:65])=[C:38]2[C:62](=[CH:63][CH:64]=1)[C:42]1[NH:43][C:44]([C@@H:46]3[CH2:50][CH2:49][CH2:48][N:47]3[C:51](=[O:61])[C@@H:52]([NH:56][C:57](=[O:60])[O:58][CH3:59])[CH:53]([CH3:55])[CH3:54])=[N:45][C:41]=1[CH:40]=[CH:39]2.C([O-])([O-])=O.[K+].[K+].